This data is from Forward reaction prediction with 1.9M reactions from USPTO patents (1976-2016). The task is: Predict the product of the given reaction. (1) Given the reactants F[C:2]1[N:7]=[C:6]([N:8]([CH3:21])[C:9]2[CH:14]=[CH:13][N:12]=[C:11]([C:15]3[CH:20]=[CH:19][CH:18]=[CH:17][CH:16]=3)[N:10]=2)[CH:5]=[CH:4][N:3]=1.[CH2:22]([NH2:30])[CH2:23][C:24]1[CH:29]=[CH:28][CH:27]=[CH:26][CH:25]=1, predict the reaction product. The product is: [CH3:21][N:8]([C:9]1[CH:14]=[CH:13][N:12]=[C:11]([C:15]2[CH:20]=[CH:19][CH:18]=[CH:17][CH:16]=2)[N:10]=1)[C:6]1[CH:5]=[CH:4][N:3]=[C:2]([NH:30][CH2:22][CH2:23][C:24]2[CH:29]=[CH:28][CH:27]=[CH:26][CH:25]=2)[N:7]=1. (2) Given the reactants [C:1]([C:3]1[CH:11]=[CH:10][C:6]([C:7](O)=[O:8])=[CH:5][CH:4]=1)#[N:2].S(Cl)([Cl:14])=O, predict the reaction product. The product is: [C:1]([C:3]1[CH:11]=[CH:10][C:6]([C:7]([Cl:14])=[O:8])=[CH:5][CH:4]=1)#[N:2]. (3) Given the reactants [NH2:1][N:2]1[N:11]=[C:10]([CH:12]2[CH2:15][CH2:14][CH2:13]2)[C:9]2[C:4](=[CH:5][CH:6]=[CH:7][CH:8]=2)[C:3]1=[O:16].[Cl:17][C:18]1[CH:23]=[CH:22][C:21]([CH2:24][C:25](O)=[O:26])=[CH:20][CH:19]=1, predict the reaction product. The product is: [Cl:17][C:18]1[CH:23]=[CH:22][C:21]([CH2:24][C:25]([NH:1][N:2]2[N:11]=[C:10]([CH:12]3[CH2:15][CH2:14][CH2:13]3)[C:9]3[C:4](=[CH:5][CH:6]=[CH:7][CH:8]=3)[C:3]2=[O:16])=[O:26])=[CH:20][CH:19]=1. (4) Given the reactants [C:1]([CH:3]([CH:7]1[C:11]([Cl:12])=[C:10](Cl)C(=O)O1)[C:4]([NH2:6])=[O:5])#[N:2].[NH2:15][C@H:16]1[C:24]2[C:19](=[CH:20][CH:21]=[CH:22][CH:23]=2)[CH2:18][CH2:17]1, predict the reaction product. The product is: [ClH:12].[Cl:12][C:11]1[CH:7]=[C:3]([C:4]([NH2:6])=[O:5])[C:1](=[NH:2])[N:15]([C@H:16]2[C:24]3[C:19](=[CH:20][CH:21]=[CH:22][CH:23]=3)[CH2:18][CH2:17]2)[CH:10]=1.